This data is from Retrosynthesis with 50K atom-mapped reactions and 10 reaction types from USPTO. The task is: Predict the reactants needed to synthesize the given product. (1) Given the product COc1ccc2nc(-c3cccc(C#C[C@]4(O)CCN(C)C4=O)c3)nc(C(N)=O)c2c1, predict the reactants needed to synthesize it. The reactants are: CCOC(=O)c1nc(-c2cccc(C#C[C@]3(O)CCN(C)C3=O)c2)nc2ccc(OC)cc12.N. (2) Given the product CC(C)(C)OC(=O)N[C@@H](Cc1ccccc1)[C@H](O)CNCc1cccc(C(C)(C)O)c1, predict the reactants needed to synthesize it. The reactants are: CC(C)(C)OC(=O)N[C@@H](Cc1ccccc1)[C@H](O)CN.CC(C)(O)c1cccc(C=O)c1. (3) Given the product CSCc1cccc2c(C(CCC#N)(c3ccc(Cl)cc3)C3CC3)c[nH]c12, predict the reactants needed to synthesize it. The reactants are: CSCc1cccc2c(C(CCOS(C)(=O)=O)(c3ccc(Cl)cc3)C3CC3)c[nH]c12.[C-]#N.